This data is from Reaction yield outcomes from USPTO patents with 853,638 reactions. The task is: Predict the reaction yield, written as a fraction of the theoretical maximum amount of product (1.0 means a 100% yield; for example, 0.34 means a 34% yield). (1) The reactants are Cl.Cl.[CH3:3][N:4]([CH3:12])[CH2:5][C@H:6]1[CH2:11][CH2:10][CH2:9][NH:8][CH2:7]1.C(N(CC)CC)C.[F:20][C:21]([F:37])([F:36])[C:22]1[O:26][N:25]=[C:24]([C:27]2[S:31][C:30]([C:32](Cl)=[O:33])=[CH:29][CH:28]=2)[C:23]=1[CH3:35]. The catalyst is C1COCC1.CN(C=O)C. The product is [CH3:3][N:4]([CH2:5][C@H:6]1[CH2:11][CH2:10][CH2:9][N:8]([C:32]([C:30]2[S:31][C:27]([C:24]3[C:23]([CH3:35])=[C:22]([C:21]([F:36])([F:37])[F:20])[O:26][N:25]=3)=[CH:28][CH:29]=2)=[O:33])[CH2:7]1)[CH3:12]. The yield is 0.310. (2) The reactants are C(OC([N:8]1[CH2:13][CH2:12][N:11]([C:14]2[N:15]=[N:16][C:17]([C:33]([F:36])([F:35])[F:34])=[C:18]([C:20]3[CH:25]=[CH:24][C:23]([C:26]4[CH:31]=[CH:30][C:29]([F:32])=[CH:28][CH:27]=4)=[CH:22][CH:21]=3)[CH:19]=2)[CH2:10][CH2:9]1)=O)(C)(C)C.FC(F)(F)C(O)=O. The catalyst is ClCCl. The product is [F:32][C:29]1[CH:30]=[CH:31][C:26]([C:23]2[CH:22]=[CH:21][C:20]([C:18]3[CH:19]=[C:14]([N:11]4[CH2:12][CH2:13][NH:8][CH2:9][CH2:10]4)[N:15]=[N:16][C:17]=3[C:33]([F:36])([F:34])[F:35])=[CH:25][CH:24]=2)=[CH:27][CH:28]=1. The yield is 0.910.